This data is from Catalyst prediction with 721,799 reactions and 888 catalyst types from USPTO. The task is: Predict which catalyst facilitates the given reaction. (1) Reactant: [CH3:1][C:2]1[CH:25]=[CH:24][C:5]([CH2:6][NH:7][C:8](=[O:23])[N:9]([CH2:17][C:18](OCC)=[O:19])[C:10]2[CH:15]=[CH:14][C:13]([CH3:16])=[CH:12][CH:11]=2)=[CH:4][CH:3]=1.[H-].[Na+]. Product: [CH3:1][C:2]1[CH:25]=[CH:24][C:5]([CH2:6][N:7]2[C:18](=[O:19])[CH2:17][N:9]([C:10]3[CH:15]=[CH:14][C:13]([CH3:16])=[CH:12][CH:11]=3)[C:8]2=[O:23])=[CH:4][CH:3]=1. The catalyst class is: 1. (2) Reactant: [Cl:1][C:2]1[CH:3]=[C:4]2[C:8](=[CH:9][CH:10]=1)[N:7]([S:11]([C:14]1[CH:19]=[CH:18][C:17]([O:20][CH3:21])=[C:16]([O:22][CH3:23])[CH:15]=1)(=[O:13])=[O:12])[CH:6]([C:24](O)=[O:25])[CH:5]2[C:27]1[C:32]([F:33])=[CH:31][CH:30]=[CH:29][C:28]=1[F:34].C(N1CC[O:40][CH2:39][CH2:38]1)C.ClC(OCC)=O.[NH3:49]. Product: [Cl:1][C:2]1[CH:10]=[CH:9][C:8]([N:7]([S:11]([C:14]2[CH:19]=[CH:18][C:17]([O:20][CH3:21])=[C:16]([O:22][CH3:23])[CH:15]=2)(=[O:12])=[O:13])[CH:6]([O:40][CH2:39][CH3:38])[C:24]([NH2:49])=[O:25])=[C:4]([CH2:5][C:27]2[C:28]([F:34])=[CH:29][CH:30]=[CH:31][C:32]=2[F:33])[CH:3]=1. The catalyst class is: 7. (3) Reactant: [O:1]=[C:2]1[CH:7]=[C:6]([CH2:8][NH:9][C:10]([C:12]2[C:13]3[CH:14]=[N:15][N:16]([C:21]4[CH:26]=[CH:25][C:24]([F:27])=[CH:23][CH:22]=4)[C:17]=3[CH:18]=[CH:19][CH:20]=2)=[O:11])[CH:5]=[CH:4][NH:3]1.[C:28]([O-])([O-])=O.[K+].[K+].IC. Product: [CH3:28][N:3]1[CH:4]=[CH:5][C:6]([CH2:8][NH:9][C:10]([C:12]2[C:13]3[CH:14]=[N:15][N:16]([C:21]4[CH:26]=[CH:25][C:24]([F:27])=[CH:23][CH:22]=4)[C:17]=3[CH:18]=[CH:19][CH:20]=2)=[O:11])=[CH:7][C:2]1=[O:1]. The catalyst class is: 18. (4) Reactant: [F:1][C:2]([F:16])([F:15])[O:3][C:4]1[CH:5]=[C:6]2[C:11](=[C:12]([NH2:14])[CH:13]=1)[N:10]=[CH:9][CH:8]=[CH:7]2.[N:17]1[CH:22]=[CH:21][CH:20]=[C:19]([S:23](Cl)(=[O:25])=[O:24])[CH:18]=1.N1C=CC=CC=1. Product: [F:16][C:2]([F:1])([F:15])[O:3][C:4]1[CH:5]=[C:6]2[C:11](=[C:12]([NH:14][S:23]([C:19]3[CH:18]=[N:17][CH:22]=[CH:21][CH:20]=3)(=[O:25])=[O:24])[CH:13]=1)[N:10]=[CH:9][CH:8]=[CH:7]2. The catalyst class is: 79. (5) Reactant: C(OC(=O)[NH:7][CH:8]1[CH2:13][CH2:12][N:11]([CH2:14][C:15]2[C:19]3[CH:20]=[CH:21][C:22]([O:24][C:25]4[S:26][C:27]5[CH:33]=[CH:32][CH:31]=[CH:30][C:28]=5[N:29]=4)=[CH:23][C:18]=3[O:17][CH:16]=2)[CH2:10][CH2:9]1)(C)(C)C.Cl.CCN(CC)CC.[CH3:43][S:44](O[S:44]([CH3:43])(=[O:46])=[O:45])(=[O:46])=[O:45]. Product: [S:26]1[C:27]2[CH:33]=[CH:32][CH:31]=[CH:30][C:28]=2[N:29]=[C:25]1[O:24][C:22]1[CH:21]=[CH:20][C:19]2[C:15]([CH2:14][N:11]3[CH2:10][CH2:9][CH:8]([NH:7][S:44]([CH3:43])(=[O:46])=[O:45])[CH2:13][CH2:12]3)=[CH:16][O:17][C:18]=2[CH:23]=1. The catalyst class is: 343. (6) Reactant: [N+:1]([C:4]1[CH:9]=[CH:8][C:7]([CH2:10][CH2:11][CH2:12][N:13]2[CH:17]=[N:16][N:15]=[CH:14]2)=[CH:6][CH:5]=1)([O-])=O. Product: [NH2:1][C:4]1[CH:9]=[CH:8][C:7]([CH2:10][CH2:11][CH2:12][N:13]2[CH:14]=[N:15][N:16]=[CH:17]2)=[CH:6][CH:5]=1. The catalyst class is: 29. (7) Reactant: [C:1]([C:3]1[O:4][C:5]2[CH:11]=[CH:10][C:9]([C:12]([O:14]C)=[O:13])=[CH:8][C:6]=2[CH:7]=1)#[N:2].C[OH:17]. Product: [NH2:2][C:1]([C:3]1[O:4][C:5]2[CH:11]=[CH:10][C:9]([C:12]([OH:14])=[O:13])=[CH:8][C:6]=2[CH:7]=1)=[O:17]. The catalyst class is: 6. (8) Reactant: [Br:1][C:2]1[CH:3]=[C:4](/[CH:8]=[CH:9]/[C:10]([OH:12])=O)[CH:5]=[CH:6][CH:7]=1.C(N(CC)CC)C.ClC(OCC)=O.[N-:26]=[N+:27]=[N-:28].[Na+]. Product: [Br:1][C:2]1[CH:3]=[C:4](/[CH:8]=[CH:9]/[C:10]([N:26]=[N+:27]=[N-:28])=[O:12])[CH:5]=[CH:6][CH:7]=1. The catalyst class is: 95.